This data is from NCI-60 drug combinations with 297,098 pairs across 59 cell lines. The task is: Regression. Given two drug SMILES strings and cell line genomic features, predict the synergy score measuring deviation from expected non-interaction effect. (1) Drug 1: CCC(=C(C1=CC=CC=C1)C2=CC=C(C=C2)OCCN(C)C)C3=CC=CC=C3.C(C(=O)O)C(CC(=O)O)(C(=O)O)O. Drug 2: C1=CC=C(C(=C1)C(C2=CC=C(C=C2)Cl)C(Cl)Cl)Cl. Cell line: RPMI-8226. Synergy scores: CSS=10.5, Synergy_ZIP=-2.03, Synergy_Bliss=-2.56, Synergy_Loewe=0.671, Synergy_HSA=-2.94. (2) Drug 1: C1=NC2=C(N=C(N=C2N1C3C(C(C(O3)CO)O)F)Cl)N. Drug 2: CC(C)CN1C=NC2=C1C3=CC=CC=C3N=C2N. Cell line: SNB-19. Synergy scores: CSS=40.8, Synergy_ZIP=0.858, Synergy_Bliss=-2.10, Synergy_Loewe=-11.2, Synergy_HSA=-1.33. (3) Drug 1: CCCS(=O)(=O)NC1=C(C(=C(C=C1)F)C(=O)C2=CNC3=C2C=C(C=N3)C4=CC=C(C=C4)Cl)F. Drug 2: CCN(CC)CCCC(C)NC1=C2C=C(C=CC2=NC3=C1C=CC(=C3)Cl)OC. Cell line: K-562. Synergy scores: CSS=55.5, Synergy_ZIP=14.7, Synergy_Bliss=18.6, Synergy_Loewe=-0.639, Synergy_HSA=16.9.